From a dataset of Forward reaction prediction with 1.9M reactions from USPTO patents (1976-2016). Predict the product of the given reaction. (1) Given the reactants Cl[C:2]1[CH:7]=[C:6](Cl)[N:5]=[C:4]([NH:9][C@@H:10]([CH3:14])[CH2:11][O:12][CH3:13])[N:3]=1.[IH:15].[I-:16].[Na+].C(Cl)Cl, predict the reaction product. The product is: [I:15][C:2]1[CH:7]=[C:6]([I:16])[N:5]=[C:4]([NH:9][C@@H:10]([CH3:14])[CH2:11][O:12][CH3:13])[N:3]=1. (2) Given the reactants [F:1][C:2]1[CH:7]=[CH:6][CH:5]=[CH:4][C:3]=1[N:8]1[C:20](=[O:21])[C:11]2=[CH:12][NH:13][C:14]3[CH:15]=[CH:16][CH:17]=[CH:18][C:19]=3[C:10]2=[N:9]1.I[CH2:23][CH3:24].C(=O)([O-])[O-].[K+].[K+], predict the reaction product. The product is: [CH2:23]([N:13]1[C:14]2[CH:15]=[CH:16][CH:17]=[CH:18][C:19]=2[C:10]2=[N:9][N:8]([C:3]3[CH:4]=[CH:5][CH:6]=[CH:7][C:2]=3[F:1])[C:20](=[O:21])[C:11]2=[CH:12]1)[CH3:24].